This data is from Catalyst prediction with 721,799 reactions and 888 catalyst types from USPTO. The task is: Predict which catalyst facilitates the given reaction. Reactant: [Br:1]N1C(=O)CCC1=O.C1(P(C2C=CC=CC=2)C2C=CC=CC=2)C=CC=CC=1.N1C=CC=CC=1.O[CH2:35][CH2:36][CH2:37][C@H:38]([NH:47][C:48]([O:50][C:51]([CH3:54])([CH3:53])[CH3:52])=[O:49])[C:39]([O:41][CH:42]1[CH2:46][CH2:45][CH2:44][CH2:43]1)=[O:40]. Product: [Br:1][CH2:35][CH2:36][CH2:37][C@H:38]([NH:47][C:48]([O:50][C:51]([CH3:54])([CH3:53])[CH3:52])=[O:49])[C:39]([O:41][CH:42]1[CH2:46][CH2:45][CH2:44][CH2:43]1)=[O:40]. The catalyst class is: 2.